From a dataset of Forward reaction prediction with 1.9M reactions from USPTO patents (1976-2016). Predict the product of the given reaction. (1) The product is: [Br:18][CH2:19][C:20]([N:8]1[C@H:7]([C:1]2[CH:2]=[CH:3][CH:4]=[CH:5][CH:6]=2)[CH2:11][O:10][C:9]1=[O:12])=[O:21]. Given the reactants [C:1]1([C@@H:7]2[CH2:11][O:10][C:9](=[O:12])[NH:8]2)[CH:6]=[CH:5][CH:4]=[CH:3][CH:2]=1.[Li]CCCC.[Br:18][CH2:19][C:20](Br)=[O:21], predict the reaction product. (2) Given the reactants [F:1][C:2]1[C:7]([C:8]([F:11])([F:10])[F:9])=[CH:6][CH:5]=[CH:4][C:3]=1[C:12](=O)[CH3:13].[C-:15]#[N:16].[Na+].[Cl-:18].[NH4+:19].N.[OH2:21], predict the reaction product. The product is: [ClH:18].[NH2:19][C:12]([C:3]1[CH:4]=[CH:5][CH:6]=[C:7]([C:8]([F:11])([F:10])[F:9])[C:2]=1[F:1])([CH3:13])[C:15]([NH2:16])=[O:21]. (3) The product is: [CH2:20]([NH:19][C@@H:16]1[CH2:17][CH2:18][C@H:13]([CH2:12][NH:11][C:2]2[N+:3]([O-:10])=[CH:4][C:5]([CH3:9])=[C:6]([Cl:8])[CH:7]=2)[CH2:14][CH2:15]1)[C:21]1[CH:26]=[CH:25][CH:24]=[CH:23][CH:22]=1. Given the reactants Cl[C:2]1[CH:7]=[C:6]([Cl:8])[C:5]([CH3:9])=[CH:4][N+:3]=1[O-:10].[NH2:11][CH2:12][C@@H:13]1[CH2:18][CH2:17][C@H:16]([NH:19][CH2:20][C:21]2[CH:26]=[CH:25][CH:24]=[CH:23][CH:22]=2)[CH2:15][CH2:14]1.C(O)CCC.C([O-])(O)=O.[Na+], predict the reaction product. (4) Given the reactants [CH:1]1([CH2:8][NH:9][C:10](=[O:27])[C:11]2[CH:16]=[C:15](B3OC(C)(C)C(C)(C)O3)[CH:14]=[CH:13][C:12]=2[CH3:26])[CH2:7][CH2:6][CH2:5][CH2:4][CH2:3][CH2:2]1.Br[C:29]1[CH:38]=[CH:37][CH:36]=[CH:35][C:30]=1[C:31]([O:33]C)=[O:32].C(=O)([O-])[O-].[Na+].[Na+].[OH-].[Na+], predict the reaction product. The product is: [CH:1]1([CH2:8][NH:9][C:10]([C:11]2[CH:16]=[C:15]([C:29]3[C:30]([C:31]([OH:33])=[O:32])=[CH:35][CH:36]=[CH:37][CH:38]=3)[CH:14]=[CH:13][C:12]=2[CH3:26])=[O:27])[CH2:2][CH2:3][CH2:4][CH2:5][CH2:6][CH2:7]1. (5) Given the reactants Cl.Cl[CH2:3][C:4]1[N:8]2[CH:9]=[CH:10][CH:11]=[CH:12][C:7]2=[N:6][C:5]=1[C:13]1[CH:18]=[CH:17][C:16]([Cl:19])=[CH:15][CH:14]=1.[CH3:20][C:21]1[CH:26]=[CH:25][N:24]=[C:23]([NH2:27])[N:22]=1, predict the reaction product. The product is: [Cl:19][C:16]1[CH:17]=[CH:18][C:13]([C:5]2[N:6]=[C:7]3[CH:12]=[CH:11][CH:10]=[CH:9][N:8]3[C:4]=2[CH2:3][NH:27][C:23]2[N:22]=[C:21]([CH3:20])[CH:26]=[CH:25][N:24]=2)=[CH:14][CH:15]=1. (6) Given the reactants C([O:5][C:6]([CH:8]1[CH2:10][CH:9]1[C:11]1[CH:16]=[CH:15][C:14]([C:17](=[O:32])[C:18]([NH:21][C:22](=[O:31])[C:23]2[C:28]([F:29])=[CH:27][CH:26]=[CH:25][C:24]=2[F:30])([CH3:20])[CH3:19])=[CH:13][CH:12]=1)=[O:7])(C)(C)C.C1(S)C=CC=CC=1.FC(F)(F)C(O)=O, predict the reaction product. The product is: [F:29][C:28]1[CH:27]=[CH:26][CH:25]=[C:24]([F:30])[C:23]=1[C:22]([NH:21][C:18]([CH3:20])([CH3:19])[C:17]([C:14]1[CH:13]=[CH:12][C:11]([C@@H:9]2[CH2:10][C@H:8]2[C:6]([OH:7])=[O:5])=[CH:16][CH:15]=1)=[O:32])=[O:31]. (7) Given the reactants [H-].[Na+].[CH2:3]([CH:5]1[CH2:10][CH2:9][CH2:8][CH2:7][NH:6]1)[CH3:4].[Cl:11][C:12]1[C:17]([F:18])=[C:16](Cl)[N:15]=[CH:14][N:13]=1.[Cl-].[NH4+], predict the reaction product. The product is: [Cl:11][C:12]1[C:17]([F:18])=[C:16]([N:6]2[CH2:7][CH2:8][CH2:9][CH2:10][CH:5]2[CH2:3][CH3:4])[N:15]=[CH:14][N:13]=1.